This data is from Reaction yield outcomes from USPTO patents with 853,638 reactions. The task is: Predict the reaction yield, written as a fraction of the theoretical maximum amount of product (1.0 means a 100% yield; for example, 0.34 means a 34% yield). (1) The yield is 0.960. No catalyst specified. The product is [CH3:5][O:6][C:7]1[CH:19]=[CH:18][C:10]2[C:11]([CH2:14][C:15]([O:17][CH3:20])=[O:16])=[CH:12][O:13][C:9]=2[CH:8]=1. The reactants are S(Cl)(Cl)=O.[CH3:5][O:6][C:7]1[CH:19]=[CH:18][C:10]2[C:11]([CH2:14][C:15]([OH:17])=[O:16])=[CH:12][O:13][C:9]=2[CH:8]=1.[CH3:20]O. (2) The reactants are Br[C:2]1[N:7]=[C:6]([C:8]([N:10]2[CH2:15][CH2:14][N:13]([CH:16]([CH3:18])[CH3:17])[CH2:12][CH2:11]2)=[O:9])[CH:5]=[CH:4][CH:3]=1.[Cl:19][C:20]1[CH:21]=[C:22]([OH:27])[CH:23]=[CH:24][C:25]=1[Cl:26].C([O-])([O-])=O.[K+].[K+]. The catalyst is CN(C=O)C.O. The product is [Cl:19][C:20]1[CH:21]=[C:22]([CH:23]=[CH:24][C:25]=1[Cl:26])[O:27][C:2]1[N:7]=[C:6]([C:8]([N:10]2[CH2:15][CH2:14][N:13]([CH:16]([CH3:18])[CH3:17])[CH2:12][CH2:11]2)=[O:9])[CH:5]=[CH:4][CH:3]=1. The yield is 0.0350. (3) The reactants are [Al+3].[Cl-:2].[Cl-].[Cl-].B(Cl)(Cl)Cl.[Cl:9][C:10]1[C:18]([F:19])=[C:17]2[C:13]([C:14](SC3C(F)=C(C=CC=3)C(OCC)=O)=[CH:15][N:16]2C2C=NN(CCC)C=2)=[CH:12][CH:11]=1.ClCC#N.Cl.[OH2:46]. The yield is 0.330. The catalyst is C(Cl)Cl. The product is [NH2:16][C:17]1[C:18]([F:19])=[C:10]([Cl:9])[CH:11]=[CH:12][C:13]=1[C:14](=[O:46])[CH2:15][Cl:2]. (4) The reactants are C(O)/C=C\CO.[C:7]([O:11][C:12]([NH:14][CH2:15][C:16]#[C:17][CH2:18][OH:19])=[O:13])([CH3:10])([CH3:9])[CH3:8]. No catalyst specified. The product is [C:7]([O:11][C:12]([NH:14][CH2:15]/[CH:16]=[CH:17]\[CH2:18][OH:19])=[O:13])([CH3:10])([CH3:9])[CH3:8]. The yield is 0.300.